From a dataset of Forward reaction prediction with 1.9M reactions from USPTO patents (1976-2016). Predict the product of the given reaction. (1) Given the reactants [N:1]1[C:10]2[C:5](=[CH:6][CH:7]=[CH:8][CH:9]=2)[CH:4]=[CH:3][C:2]=1[CH:11]1[CH2:14][CH:13]([C:15]([OH:17])=O)[CH2:12]1.[C:18](Cl)(=O)C(Cl)=O.[Si](C=[N+]=[N-])(C)(C)C.[BrH:31].C(O)(=O)C, predict the reaction product. The product is: [Br:31][CH2:18][C:15]([CH:13]1[CH2:12][CH:11]([C:2]2[CH:3]=[CH:4][C:5]3[C:10](=[CH:9][CH:8]=[CH:7][CH:6]=3)[N:1]=2)[CH2:14]1)=[O:17]. (2) Given the reactants [CH3:1][N:2]1[CH2:7][CH2:6][N:5]([CH2:8][C:9]2[CH:14]=[C:13]([C:15]([F:18])([F:17])[F:16])[CH:12]=[C:11]([N+:19]([O-])=O)[CH:10]=2)[CH2:4][CH2:3]1, predict the reaction product. The product is: [CH3:1][N:2]1[CH2:3][CH2:4][N:5]([CH2:8][C:9]2[CH:10]=[C:11]([NH2:19])[CH:12]=[C:13]([C:15]([F:18])([F:16])[F:17])[CH:14]=2)[CH2:6][CH2:7]1. (3) Given the reactants [NH2:1][C:2]1[C:11]2[CH:10]=[CH:9][CH:8]=[C:7](Br)[C:6]=2[N:5]=[C:4]2[CH2:13][N:14]([CH:17]3[CH2:20][CH2:19][CH2:18]3)[C:15](=[O:16])[C:3]=12.[F:21][C:22]1[N:27]=[CH:26][C:25](B(O)O)=[CH:24][C:23]=1[CH3:31], predict the reaction product. The product is: [NH2:1][C:2]1[C:11]2[CH:10]=[CH:9][CH:8]=[C:7]([C:25]3[CH:26]=[N:27][C:22]([F:21])=[C:23]([CH3:31])[CH:24]=3)[C:6]=2[N:5]=[C:4]2[CH2:13][N:14]([CH:17]3[CH2:20][CH2:19][CH2:18]3)[C:15](=[O:16])[C:3]=12. (4) Given the reactants [CH3:1][N:2]([CH3:8])[C:3](=[O:7])[C:4](O)=[O:5].O.OC1C2N=NNC=2C=CC=1.[N:20]1([C:26]2[N:34]=[C:33]([C:35]3[CH:36]=[N:37][C:38]([NH:41][C:42](=[O:48])[O:43][C:44]([CH3:47])([CH3:46])[CH3:45])=[N:39][CH:40]=3)[N:32]=[C:31]3[C:27]=2[N:28]=[C:29]([N:54]2[CH2:59][CH2:58][NH:57][CH2:56][CH2:55]2)[N:30]3[CH2:49][C:50]([F:53])([F:52])[F:51])[CH2:25][CH2:24][O:23][CH2:22][CH2:21]1.Cl.C(N=C=NCCCN(C)C)C.C(N(CC)CC)C, predict the reaction product. The product is: [CH3:1][N:2]([C:3](=[O:7])[C:4]([N:57]1[CH2:56][CH2:55][N:54]([C:29]2[N:30]([CH2:49][C:50]([F:51])([F:52])[F:53])[C:31]3[C:27]([N:28]=2)=[C:26]([N:20]2[CH2:21][CH2:22][O:23][CH2:24][CH2:25]2)[N:34]=[C:33]([C:35]2[CH:40]=[N:39][C:38]([NH:41][C:42](=[O:48])[O:43][C:44]([CH3:47])([CH3:46])[CH3:45])=[N:37][CH:36]=2)[N:32]=3)[CH2:59][CH2:58]1)=[O:5])[CH3:8].